This data is from Reaction yield outcomes from USPTO patents with 853,638 reactions. The task is: Predict the reaction yield, written as a fraction of the theoretical maximum amount of product (1.0 means a 100% yield; for example, 0.34 means a 34% yield). (1) The reactants are [C:1](O)(=O)[CH2:2][NH:3][C:4]([C:6]1[CH:11]=[CH:10][CH:9]=[CH:8][CH:7]=1)=O.[C:14](CC1C=CC=CC=1C=O)(O)=[O:15].[OH-:26].[K+].[CH3:28][OH:29]. No catalyst specified. The product is [O:26]=[C:4]1[C:6]2[C:11](=[CH:10][CH:9]=[CH:8][CH:7]=2)[CH:1]=[C:2]([C:28]([O:15][CH3:14])=[O:29])[NH:3]1. The yield is 0.990. (2) The reactants are [CH3:1][C:2]1([CH:5]=O)[CH2:4][CH2:3]1.[Cl:7][C:8]1[CH:13]=[CH:12][CH:11]=[C:10]([Cl:14])[C:9]=1[CH:15]([O:18][Si:19]([CH2:24][CH3:25])([CH2:22][CH3:23])[CH2:20][CH3:21])[CH2:16][NH2:17].[BH-](OC(C)=O)(OC(C)=O)OC(C)=O.[Na+]. The catalyst is C(Cl)Cl. The product is [Cl:7][C:8]1[CH:13]=[CH:12][CH:11]=[C:10]([Cl:14])[C:9]=1[CH:15]([O:18][Si:19]([CH2:20][CH3:21])([CH2:24][CH3:25])[CH2:22][CH3:23])[CH2:16][NH:17][CH2:5][C:2]1([CH3:1])[CH2:3][CH2:4]1. The yield is 0.627. (3) The reactants are [CH:1]1([NH:5][S:6]([C:9]2[CH:10]=[C:11]3[C:16](=[CH:17][CH:18]=2)[NH:15][CH:14]([C:19]2[CH:24]=[CH:23][CH:22]=[C:21](Br)[CH:20]=2)[CH2:13][C:12]3([CH3:27])[CH3:26])(=[O:8])=[O:7])[CH2:4][CH2:3][CH2:2]1.[NH2:28][C:29]([CH3:34])([CH3:33])[C:30]([OH:32])=[O:31].C(=O)([O-])[O-].[K+].[K+]. The catalyst is CS(C)=O.[Cu]I. The product is [CH:1]1([NH:5][S:6]([C:9]2[CH:10]=[C:11]3[C:16](=[CH:17][CH:18]=2)[NH:15][CH:14]([C:19]2[CH:20]=[C:21]([NH:28][C:29]([CH3:34])([CH3:33])[C:30]([OH:32])=[O:31])[CH:22]=[CH:23][CH:24]=2)[CH2:13][C:12]3([CH3:27])[CH3:26])(=[O:8])=[O:7])[CH2:4][CH2:3][CH2:2]1. The yield is 0.700. (4) The reactants are C([O-])=O.[NH4+:4].[Br:5][C:6]1[CH:7]=[C:8]([N:12]2[C:16]([NH:17][C:18](=O)[C:19]([F:22])([F:21])[F:20])=[C:15]([CH:24]=O)[C:14]([C:26]([O:28][CH2:29][CH3:30])=[O:27])=[N:13]2)[CH:9]=[CH:10][CH:11]=1. The catalyst is C(O)(C)(C)C.C(OCC)(=O)C. The product is [Br:5][C:6]1[CH:7]=[C:8]([N:12]2[C:16]3=[N:17][C:18]([C:19]([F:22])([F:20])[F:21])=[N:4][CH:24]=[C:15]3[C:14]([C:26]([O:28][CH2:29][CH3:30])=[O:27])=[N:13]2)[CH:9]=[CH:10][CH:11]=1. The yield is 0.780. (5) The reactants are Br[C:2]1[N:7]=[N:6][C:5]([NH2:8])=[N:4][C:3]=1[C:9]1[CH:14]=[CH:13][CH:12]=[CH:11][CH:10]=1.[F:15][C:16]([F:24])([F:23])[CH:17]1[CH2:22][CH2:21][CH2:20][NH:19][CH2:18]1. No catalyst specified. The product is [C:9]1([C:3]2[N:4]=[C:5]([NH2:8])[N:6]=[N:7][C:2]=2[N:19]2[CH2:20][CH2:21][CH2:22][CH:17]([C:16]([F:24])([F:23])[F:15])[CH2:18]2)[CH:14]=[CH:13][CH:12]=[CH:11][CH:10]=1. The yield is 0.0800. (6) The reactants are [I-].ClC1C=CC=C[N+]=1C.CCN(C(C)C)C(C)C.[C:19]1([CH3:31])[CH:24]=[CH:23][C:22]([C:25]2[N:26]=[C:27]([NH2:30])[S:28][CH:29]=2)=[CH:21][CH:20]=1.[C:32]([O:36][C:37]([NH:39][C:40]1[S:41][C:42]([C:45](O)=[O:46])=[CH:43][N:44]=1)=[O:38])([CH3:35])([CH3:34])[CH3:33]. The catalyst is CN(C=O)C.CCOC(C)=O. The product is [C:19]1([CH3:31])[CH:20]=[CH:21][C:22]([C:25]2[N:26]=[C:27]([NH:30][C:45]([C:42]3[S:41][C:40]([NH:39][C:37](=[O:38])[O:36][C:32]([CH3:34])([CH3:33])[CH3:35])=[N:44][CH:43]=3)=[O:46])[S:28][CH:29]=2)=[CH:23][CH:24]=1. The yield is 0.170. (7) The yield is 0.990. The reactants are [CH3:1][O:2][C:3](=[O:27])/[C:4](/[C:11]1[CH:16]=[CH:15][C:14]([S:17]([CH3:20])(=[O:19])=[O:18])=[C:13]([N:21]2[C:25]([CH3:26])=[N:24][N:23]=[N:22]2)[CH:12]=1)=[CH:5]/[CH:6]1[CH2:10][CH2:9][CH2:8][CH2:7]1.[BH4-].[Na+]. The product is [CH3:1][O:2][C:3](=[O:27])[CH:4]([C:11]1[CH:16]=[CH:15][C:14]([S:17]([CH3:20])(=[O:18])=[O:19])=[C:13]([N:21]2[C:25]([CH3:26])=[N:24][N:23]=[N:22]2)[CH:12]=1)[CH2:5][CH:6]1[CH2:10][CH2:9][CH2:8][CH2:7]1. The catalyst is CO.O.O.O.O.O.O.[Ni](Cl)Cl. (8) The reactants are [O:1]=[C:2]1[C:11]2[C:6](=[CH:7][CH:8]=[CH:9][CH:10]=2)[N:5]=[C:4]([CH2:12][CH2:13][CH2:14][C:15]([OH:17])=O)[NH:3]1.[Cl:18][C:19]1[CH:35]=[CH:34][C:22]2[N:23]([CH:28]3[CH2:33][CH2:32][NH:31][CH2:30][CH2:29]3)[C:24](=[O:27])[N:25]([CH3:26])[C:21]=2[CH:20]=1. No catalyst specified. The product is [Cl:18][C:19]1[CH:35]=[CH:34][C:22]2[N:23]([CH:28]3[CH2:29][CH2:30][N:31]([C:15](=[O:17])[CH2:14][CH2:13][CH2:12][C:4]4[NH:3][C:2](=[O:1])[C:11]5[C:6](=[CH:7][CH:8]=[CH:9][CH:10]=5)[N:5]=4)[CH2:32][CH2:33]3)[C:24](=[O:27])[N:25]([CH3:26])[C:21]=2[CH:20]=1. The yield is 0.500.